This data is from Forward reaction prediction with 1.9M reactions from USPTO patents (1976-2016). The task is: Predict the product of the given reaction. Given the reactants C([O:8][C:9]1[C:14]([CH2:15][N:16]2[CH2:25][CH2:24][C:23]3[C:18](=[C:19]([CH3:30])[C:20]([O:26][CH:27]([CH3:29])[CH3:28])=[CH:21][CH:22]=3)[C:17]2=[O:31])=[C:13]([CH3:32])[CH:12]=[C:11]([CH3:33])[N:10]=1)C1C=CC=CC=1.CCOC(C)=O.CO, predict the reaction product. The product is: [CH3:32][C:13]1[CH:12]=[C:11]([CH3:33])[NH:10][C:9](=[O:8])[C:14]=1[CH2:15][N:16]1[CH2:25][CH2:24][C:23]2[C:18](=[C:19]([CH3:30])[C:20]([O:26][CH:27]([CH3:28])[CH3:29])=[CH:21][CH:22]=2)[C:17]1=[O:31].